From a dataset of Reaction yield outcomes from USPTO patents with 853,638 reactions. Predict the reaction yield, written as a fraction of the theoretical maximum amount of product (1.0 means a 100% yield; for example, 0.34 means a 34% yield). (1) The reactants are [OH:1][N:2]1[C:7]([CH3:9])([CH3:8])[CH2:6][CH:5](O)[CH2:4][C:3]1([CH3:12])[CH3:11].N(OC(C)(C)C)=O.[N+:20]([C:23]1[CH:29]=[C:28]([C:30]([F:33])([F:32])[F:31])[CH:27]=[CH:26][C:24]=1N)([O-:22])=[O:21]. The catalyst is [Cu](F)F.C(#N)C. The product is [N+:20]([C:23]1[CH:29]=[C:28]([C:30]([F:31])([F:32])[F:33])[CH:27]=[CH:26][C:24]=1[O:1][N:2]1[C:7]([CH3:9])([CH3:8])[CH2:6][CH2:5][CH2:4][C:3]1([CH3:12])[CH3:11])([O-:22])=[O:21]. The yield is 0.689. (2) The reactants are [F:1][C:2]1([F:23])[O:6][C:5]2[CH:7]=[CH:8][CH:9]=[C:10]([N:11]3[CH:16]=[C:15]([O:17][CH3:18])[C:14](=[O:19])[C:13]([C:20](O)=[O:21])=[N:12]3)[C:4]=2[O:3]1.C1C=CC2N(O)N=NC=2C=1.CCN=C=NCCCN(C)C.Cl.[CH3:46][NH:47][O:48][CH3:49].CCN(CC)CC. The catalyst is CN(C=O)C.O. The product is [F:23][C:2]1([F:1])[O:6][C:5]2[CH:7]=[CH:8][CH:9]=[C:10]([N:11]3[CH:16]=[C:15]([O:17][CH3:18])[C:14](=[O:19])[C:13]([C:20]([N:47]([O:48][CH3:49])[CH3:46])=[O:21])=[N:12]3)[C:4]=2[O:3]1. The yield is 0.620. (3) The catalyst is C(O)(C)C. The product is [CH3:28][N:2]([CH3:1])[C:3]([C:5]1[C:15]([CH2:16][CH2:17][C@H:18]([C:20]2[CH:25]=[CH:24][C:23]([F:26])=[CH:22][CH:21]=2)[OH:19])=[C:14]([OH:27])[C:8]2[N:9]=[C:10]([CH3:13])[N:11]([CH3:12])[C:7]=2[CH:6]=1)=[O:4]. The reactants are [CH3:1][N:2]([CH3:28])[C:3]([C:5]1[C:15]([CH2:16][CH2:17][C:18]([C:20]2[CH:25]=[CH:24][C:23]([F:26])=[CH:22][CH:21]=2)=[O:19])=[C:14]([OH:27])[C:8]2[N:9]=[C:10]([CH3:13])[N:11]([CH3:12])[C:7]=2[CH:6]=1)=[O:4].O.CC([O-])(C)C.[K+].C(O)(C)(C)C. The yield is 0.350. (4) The reactants are Cl[CH2:2][C:3](Cl)=[O:4].[NH2:6][C:7]1[CH:8]=[C:9]([CH2:14][C:15]([O:17][CH3:18])=[O:16])[CH:10]=[CH:11][C:12]=1[OH:13].C(=O)([O-])O.[Na+].O. The catalyst is C(OCC)(=O)C. The product is [O:4]=[C:3]1[CH2:2][O:13][C:12]2[CH:11]=[CH:10][C:9]([CH2:14][C:15]([O:17][CH3:18])=[O:16])=[CH:8][C:7]=2[NH:6]1. The yield is 0.900. (5) The reactants are C(OC([N:8]1[CH2:13][CH2:12][CH2:11][C:10]([C:15]2[N:16]([CH3:41])[C:17]3[C:22]([N:23]=2)=[C:21]([N:24]2[CH2:29][CH2:28][O:27][CH2:26][CH2:25]2)[N:20]=[C:19]([N:30]2[C:34]4[CH:35]=[CH:36][CH:37]=[CH:38][C:33]=4[N:32]=[C:31]2[CH2:39][CH3:40])[N:18]=3)([OH:14])[CH2:9]1)=O)(C)(C)C.[ClH:42].CCOCC. The catalyst is C(Cl)Cl.CO.O1CCOCC1. The product is [ClH:42].[ClH:42].[CH2:39]([C:31]1[N:30]([C:19]2[N:18]=[C:17]3[C:22]([N:23]=[C:15]([C:10]4([OH:14])[CH2:11][CH2:12][CH2:13][NH:8][CH2:9]4)[N:16]3[CH3:41])=[C:21]([N:24]3[CH2:25][CH2:26][O:27][CH2:28][CH2:29]3)[N:20]=2)[C:34]2[CH:35]=[CH:36][CH:37]=[CH:38][C:33]=2[N:32]=1)[CH3:40]. The yield is 0.920. (6) The reactants are [CH3:1][Si:2]([CH3:10])([CH3:9])[O:3][C:4]([CH3:8])([C:6]#[CH:7])[CH3:5].[Li]CCCC.CON(C)[C:19](=[O:26])[C:20]1[CH:25]=[CH:24][N:23]=[CH:22][CH:21]=1. The catalyst is C1COCC1. The product is [CH3:5][C:4]([O:3][Si:2]([CH3:10])([CH3:9])[CH3:1])([CH3:8])[C:6]#[C:7][C:19]([C:20]1[CH:25]=[CH:24][N:23]=[CH:22][CH:21]=1)=[O:26]. The yield is 0.570. (7) The reactants are Br[C:2]1[CH:24]=[N:23][C:5]2[N:6]([CH3:22])[C:7](=[O:21])[N:8]([CH2:11][CH2:12][CH2:13][O:14][CH:15]3[CH2:20][CH2:19][CH2:18][CH2:17][O:16]3)[C:9](=[O:10])[C:4]=2[C:3]=1[CH:25]([C:27]1[CH:32]=[CH:31][C:30]([Cl:33])=[CH:29][CH:28]=1)[OH:26].[O-]P([O-])([O-])=O.[K+].[K+].[K+].[CH:42]([C:45]1[CH:50]=[CH:49][CH:48]=[CH:47][C:46]=1B(O)O)([CH3:44])[CH3:43]. The catalyst is O1CCOCC1.C1C=CC(P(C2C=CC=CC=2)[C-]2C=CC=C2)=CC=1.C1C=CC(P(C2C=CC=CC=2)[C-]2C=CC=C2)=CC=1.Cl[Pd]Cl.[Fe+2]. The product is [Cl:33][C:30]1[CH:31]=[CH:32][C:27]([CH:25]([OH:26])[C:3]2[C:4]3[C:9](=[O:10])[N:8]([CH2:11][CH2:12][CH2:13][O:14][CH:15]4[CH2:20][CH2:19][CH2:18][CH2:17][O:16]4)[C:7](=[O:21])[N:6]([CH3:22])[C:5]=3[N:23]=[CH:24][C:2]=2[C:46]2[CH:47]=[CH:48][CH:49]=[CH:50][C:45]=2[CH:42]([CH3:44])[CH3:43])=[CH:28][CH:29]=1. The yield is 0.930.